Dataset: Reaction yield outcomes from USPTO patents with 853,638 reactions. Task: Predict the reaction yield, written as a fraction of the theoretical maximum amount of product (1.0 means a 100% yield; for example, 0.34 means a 34% yield). (1) The reactants are [C:1]([C:4]1[CH:5]=[C:6]([NH:12]C(=O)CCC)[CH:7]=[CH:8][C:9]=1[O:10][CH3:11])(=[O:3])[CH3:2].[OH-].[Na+]. The catalyst is Cl.O. The product is [NH2:12][C:6]1[CH:7]=[CH:8][C:9]([O:10][CH3:11])=[C:4]([C:1](=[O:3])[CH3:2])[CH:5]=1. The yield is 0.930. (2) The reactants are [CH3:1][C:2]1([CH3:26])[S:8][C:7]2[CH:9]=[CH:10][C:11]([C:13]([O:15]C)=[O:14])=[CH:12][C:6]=2[N:5]([S:17]([C:20]2[CH:25]=[CH:24][CH:23]=[CH:22][CH:21]=2)(=[O:19])=[O:18])[CH2:4][CH2:3]1.[OH-].[Li+]. The catalyst is C1COCC1.CO.O. The product is [CH3:1][C:2]1([CH3:26])[S:8][C:7]2[CH:9]=[CH:10][C:11]([C:13]([OH:15])=[O:14])=[CH:12][C:6]=2[N:5]([S:17]([C:20]2[CH:25]=[CH:24][CH:23]=[CH:22][CH:21]=2)(=[O:18])=[O:19])[CH2:4][CH2:3]1. The yield is 1.00. (3) The reactants are [NH2:1][C:2]([CH2:40][CH3:41])([CH2:38][CH3:39])[C:3]([N:5]1[CH2:10][CH2:9][C:8]([C:31]2[CH:36]=[CH:35][CH:34]=[C:33]([F:37])[CH:32]=2)([CH2:11][CH2:12][N:13]2[CH:18]3[CH2:19][CH2:20][CH:14]2[CH2:15][CH:16]([N:21]2[C:25]4[CH:26]=[CH:27][CH:28]=[CH:29][C:24]=4[N:23]=[C:22]2[CH3:30])[CH2:17]3)[CH2:7][CH2:6]1)=[O:4].[Cl:42][C:43]([Cl:48])([Cl:47])[C:44](Cl)=[O:45].CCN(C(C)C)C(C)C. No catalyst specified. The product is [Cl:42][C:43]([Cl:48])([Cl:47])[C:44]([NH:1][C:2]([CH2:40][CH3:41])([C:3]([N:5]1[CH2:10][CH2:9][C:8]([C:31]2[CH:36]=[CH:35][CH:34]=[C:33]([F:37])[CH:32]=2)([CH2:11][CH2:12][N:13]2[C@H:18]3[CH2:19][CH2:20][C@@H:14]2[CH2:15][CH:16]([N:21]2[C:25]4[CH:26]=[CH:27][CH:28]=[CH:29][C:24]=4[N:23]=[C:22]2[CH3:30])[CH2:17]3)[CH2:7][CH2:6]1)=[O:4])[CH2:38][CH3:39])=[O:45]. The yield is 0.540. (4) The reactants are [C:1]1([C:13]23[CH2:20][CH2:19][C:16]([NH2:21])([CH2:17][CH2:18]2)[CH2:15][CH2:14]3)[C:5]2=[C:6]3[CH:12]=[CH:11][NH:10][C:7]3=[N:8][CH:9]=[C:4]2[NH:3][N:2]=1.[CH:22]1([S:25](Cl)(=[O:27])=[O:26])[CH2:24][CH2:23]1. The catalyst is CN(C=O)C.O. The product is [C:1]1([C:13]23[CH2:20][CH2:19][C:16]([NH:21][S:25]([CH:22]4[CH2:24][CH2:23]4)(=[O:27])=[O:26])([CH2:17][CH2:18]2)[CH2:15][CH2:14]3)[C:5]2=[C:6]3[CH:12]=[CH:11][NH:10][C:7]3=[N:8][CH:9]=[C:4]2[NH:3][N:2]=1. The yield is 0.150. (5) The reactants are [Cl:1][C:2]1[N:3]=[CH:4][C:5]2[CH:10]=[C:9]([CH2:11][OH:12])[N:8]([CH:13]3[CH2:19][CH2:18][CH2:17][CH2:16][CH2:15][CH2:14]3)[C:6]=2[N:7]=1.[CH3:20][NH:21][CH3:22].C1COCC1.[C-]#N.[Na+]. The catalyst is CN(C=O)C.[O-2].[O-2].[Mn+4]. The product is [Cl:1][C:2]1[N:3]=[CH:4][C:5]2[CH:10]=[C:9]([C:11]([N:21]([CH3:22])[CH3:20])=[O:12])[N:8]([CH:13]3[CH2:14][CH2:15][CH2:16][CH2:17][CH2:18][CH2:19]3)[C:6]=2[N:7]=1. The yield is 0.850. (6) The reactants are [Br:1][C:2]1[CH:3]=[C:4]2[C:10]([C:11]([O:13]C)=[O:12])=[N:9][NH:8][C:5]2=[N:6][CH:7]=1.Cl. The catalyst is [OH-].[Na+]. The product is [Br:1][C:2]1[CH:3]=[C:4]2[C:10]([C:11]([OH:13])=[O:12])=[N:9][NH:8][C:5]2=[N:6][CH:7]=1. The yield is 0.920. (7) The product is [OH:41][CH2:40][CH2:42][NH:43][C:23]([C:22]1[CH:26]=[CH:27][CH:28]=[CH:29][C:21]=1[O:20][CH2:19][C:13]1[CH:14]=[CH:15][CH:16]=[CH:17][CH:18]=1)=[O:25]. The catalyst is C1COCC1. The reactants are Cl.CN(C)CCCN=C=NCC.[C:13]1([CH2:19][O:20][C:21]2[CH:29]=[CH:28][CH:27]=[CH:26][C:22]=2[C:23]([OH:25])=O)[CH:18]=[CH:17][CH:16]=[CH:15][CH:14]=1.ON1C2C=CC=CC=2N=N1.[CH2:40]([CH2:42][NH2:43])[OH:41]. The yield is 1.00. (8) The yield is 0.200. The catalyst is O1CCOCC1. The product is [C:38]([C:36]1[CH:37]=[C:33]([NH:32][C:31]([NH:26][C@@H:19]2[C:20]3[C:25](=[CH:24][CH:23]=[CH:22][CH:21]=3)[C@H:16]([O:15][C:12]3[CH:13]=[CH:14][C:9]4[N:10]([C:6]([N:1]5[CH2:5][CH2:4][CH2:3][CH2:2]5)=[N:7][N:8]=4)[CH:11]=3)[CH2:17][CH2:18]2)=[O:30])[N:34]([C:42]2[CH:47]=[CH:46][C:45]([CH3:48])=[CH:44][CH:43]=2)[N:35]=1)([CH3:41])([CH3:39])[CH3:40]. The reactants are [N:1]1([C:6]2[N:10]3[CH:11]=[C:12]([O:15][C@H:16]4[C:25]5[C:20](=[CH:21][CH:22]=[CH:23][CH:24]=5)[C@@H:19]([NH2:26])[CH2:18][CH2:17]4)[CH:13]=[CH:14][C:9]3=[N:8][N:7]=2)[CH2:5][CH2:4][CH2:3][CH2:2]1.ClC(Cl)(Cl)C[O:30][C:31](=O)[NH:32][C:33]1[N:34]([C:42]2[CH:47]=[CH:46][C:45]([CH3:48])=[CH:44][CH:43]=2)[N:35]=[C:36]([C:38]([CH3:41])([CH3:40])[CH3:39])[CH:37]=1.CCN(C(C)C)C(C)C. (9) The reactants are [CH2:1]([N:8]1[CH2:13][CH2:12][CH:11]([N:14]([CH:24]([CH3:26])[CH3:25])[C:15](=O)[CH2:16][CH2:17][O:18][CH2:19][CH2:20][CH2:21][Br:22])[CH2:10][CH2:9]1)[C:2]1[CH:7]=[CH:6][CH:5]=[CH:4][CH:3]=1.B.C1COCC1.CO.[H][H]. The catalyst is C1COCC1. The product is [Br:22][CH2:21][CH2:20][CH2:19][O:18][CH2:17][CH2:16][CH2:15][N:14]([CH:11]1[CH2:12][CH2:13][N:8]([CH2:1][C:2]2[CH:3]=[CH:4][CH:5]=[CH:6][CH:7]=2)[CH2:9][CH2:10]1)[CH:24]([CH3:26])[CH3:25]. The yield is 0.760. (10) The reactants are [N:1]1[C:10]2[CH:9]([NH:11][CH2:12][CH2:13][CH2:14][CH2:15][N:16]3[C:24](=[O:25])[C:23]4[C:18](=[CH:19][CH:20]=[CH:21][CH:22]=4)[C:17]3=[O:26])[CH2:8][CH2:7][CH2:6][C:5]=2[CH:4]=[CH:3][CH:2]=1.C(O[BH-](O[C:37](=O)[CH3:38])OC(=O)C)(=O)C.[Na+]. The catalyst is C(Cl)Cl. The product is [N:11]1[C:9]2=[C:10]3[C:5](=[CH:6][CH:7]=[CH:8]2)[CH2:4][CH2:3][CH2:2][N:1]3[C:37]=1[CH2:38][N:11]([CH:9]1[C:10]2[N:1]=[CH:2][CH:3]=[CH:4][C:5]=2[CH2:6][CH2:7][CH2:8]1)[CH2:12][CH2:13][CH2:14][CH2:15][N:16]1[C:24](=[O:25])[C:23]2[C:18](=[CH:19][CH:20]=[CH:21][CH:22]=2)[C:17]1=[O:26]. The yield is 0.270.